This data is from Forward reaction prediction with 1.9M reactions from USPTO patents (1976-2016). The task is: Predict the product of the given reaction. (1) The product is: [CH2:22]([O:21][CH:14]([O:18][CH2:19][CH3:20])[C:2]1[CH:3]=[C:4]([CH:7]=[CH:8][CH:9]=1)[CH:5]=[O:6])[CH3:23]. Given the reactants C(=O)[C:2]1[CH:9]=[CH:8][CH:7]=[C:4]([CH:5]=[O:6])[CH:3]=1.C(O)C.[CH:14]([O:21][CH2:22][CH3:23])([O:18][CH2:19][CH3:20])OCC, predict the reaction product. (2) Given the reactants C[O:2][C:3]([CH:5]1[CH2:9][CH2:8][CH:7]([C:10]2[CH:15]=[CH:14][C:13]([F:16])=[CH:12][CH:11]=2)[N:6]1[S:17]([C:20]1[CH:25]=[CH:24][C:23]([CH3:26])=[CH:22][CH:21]=1)(=[O:19])=[O:18])=[O:4], predict the reaction product. The product is: [F:16][C:13]1[CH:14]=[CH:15][C:10]([CH:7]2[N:6]([S:17]([C:20]3[CH:25]=[CH:24][C:23]([CH3:26])=[CH:22][CH:21]=3)(=[O:18])=[O:19])[CH:5]([C:3]([OH:4])=[O:2])[CH2:9][CH2:8]2)=[CH:11][CH:12]=1. (3) Given the reactants [CH2:1]([N:3]1[C:15]2[CH:14]=[CH:13][C:12]([NH:16][C:17](=[O:24])[CH2:18][CH:19]([CH3:23])[CH2:20][CH2:21][OH:22])=[CH:11][C:10]=2[C:9]2[C:4]1=[CH:5][CH:6]=[CH:7][CH:8]=2)[CH3:2].[Cl:25][C:26]1[CH:33]=[C:32](F)[CH:31]=[CH:30][C:27]=1[C:28]#[N:29].CC(C)([O-])C.[K+].O, predict the reaction product. The product is: [Cl:25][C:26]1[CH:33]=[C:32]([CH:31]=[CH:30][C:27]=1[C:28]#[N:29])[O:22][CH2:21][CH2:20][CH:19]([CH3:23])[CH2:18][C:17]([NH:16][C:12]1[CH:13]=[CH:14][C:15]2[N:3]([CH2:1][CH3:2])[C:4]3[C:9]([C:10]=2[CH:11]=1)=[CH:8][CH:7]=[CH:6][CH:5]=3)=[O:24]. (4) The product is: [C:1]([N:5]1[CH2:10][CH2:9][C@@H:8]([O:11][C:12]2[CH:13]=[C:14]3[C:19](=[CH:20][C:21]=2[O:22][CH3:23])[N:18]=[CH:17][N:16]=[C:15]3[NH:24][C:25]2[CH:30]=[CH:29][C:28]([F:31])=[C:27]([Cl:32])[C:26]=2[F:33])[CH2:7][C@@H:6]1[C:34]([OH:36])=[O:35])(=[O:4])[CH:2]=[CH2:3]. Given the reactants [C:1]([N:5]1[CH2:10][CH2:9][C@@H:8]([O:11][C:12]2[CH:13]=[C:14]3[C:19](=[CH:20][C:21]=2[O:22][CH3:23])[N:18]=[CH:17][N:16]=[C:15]3[NH:24][C:25]2[CH:30]=[CH:29][C:28]([F:31])=[C:27]([Cl:32])[C:26]=2[F:33])[CH2:7][C@@H:6]1[C:34]([O:36]C)=[O:35])(=[O:4])[CH:2]=[CH2:3].O.[OH-].[Li+], predict the reaction product. (5) The product is: [OH:3][N:2]1[C:9](=[O:10])[C:8]2[C:7](=[CH:15][CH:14]=[CH:13][CH:12]=2)[C:6]1=[O:11]. Given the reactants Cl.[NH2:2][OH:3].[OH-].[Na+].[C:6]1(=O)[O:11][C:9](=[O:10])[C:8]2=[CH:12][CH:13]=[CH:14][CH:15]=[C:7]12, predict the reaction product. (6) Given the reactants [CH2:1]([O:3][P:4]([CH:6]([NH:10][C:11]([O:13][CH2:14][C:15]1[CH:20]=[CH:19][CH:18]=[CH:17][CH:16]=1)=[O:12])[CH:7]([CH3:9])[CH3:8])[OH:5])[CH3:2].CCN(C(C)C)C(C)C.C[Si](Cl)(C)C.[CH3:35][O:36][C:37](=[O:55])[C:38]([C:40]1[CH:45]=[CH:44][CH:43]=[C:42]([CH2:46][NH:47][C:48]([O:50][C:51]([CH3:54])([CH3:53])[CH3:52])=[O:49])[CH:41]=1)=[CH2:39], predict the reaction product. The product is: [CH3:35][O:36][C:37](=[O:55])[CH:38]([C:40]1[CH:45]=[CH:44][CH:43]=[C:42]([CH2:46][NH:47][C:48]([O:50][C:51]([CH3:54])([CH3:53])[CH3:52])=[O:49])[CH:41]=1)[CH2:39][P:4]([CH:6]([NH:10][C:11]([O:13][CH2:14][C:15]1[CH:16]=[CH:17][CH:18]=[CH:19][CH:20]=1)=[O:12])[CH:7]([CH3:9])[CH3:8])([O:3][CH2:1][CH3:2])=[O:5].